From a dataset of Forward reaction prediction with 1.9M reactions from USPTO patents (1976-2016). Predict the product of the given reaction. (1) The product is: [O:34]1[CH2:35][CH2:25][CH2:32][C@@H:33]1[CH2:36][N:1]1[C:9]2[C:4](=[CH:5][CH:6]=[CH:7][CH:8]=2)[C:3]2([C:21]3[C:12](=[CH:13][C:14]4[O:19][CH2:18][CH2:17][O:16][C:15]=4[CH:20]=3)[O:11][CH2:10]2)[C:2]1=[O:22]. Given the reactants [NH:1]1[C:9]2[C:4](=[CH:5][CH:6]=[CH:7][CH:8]=2)[C:3]2([C:21]3[C:12](=[CH:13][C:14]4[O:19][CH2:18][CH2:17][O:16][C:15]=4[CH:20]=3)[O:11][CH2:10]2)[C:2]1=[O:22].N1C2C(=CC=CC=2)[C:25]2([CH2:35][O:34][C:33]3[CH:36]=C4C(=C[C:32]2=3)CCO4)C1=O.CC1C=CC(S(OC[C@H]2CCCO2)(=O)=O)=CC=1.BrCC1CCCCO1, predict the reaction product. (2) Given the reactants [Cl:1][C:2]1[CH:7]=[CH:6][CH:5]=[C:4]([Cl:8])[C:3]=1[C:9]1[N:26]([CH2:27][C@H:28]2[CH2:33][CH2:32][CH2:31][N:30]([C:34]([O:36][C:37]([CH3:40])([CH3:39])[CH3:38])=[O:35])[CH2:29]2)[C:12]2[N:13]=[C:14]([NH:17][CH2:18]C3C=CC=C(O)C=3)[N:15]=[CH:16][C:11]=2[CH:10]=1.[F:41][C:42]1[CH:43]=[C:44]([CH:47]=[CH:48][C:49]=1[O:50][CH3:51])CN, predict the reaction product. The product is: [Cl:8][C:4]1[CH:5]=[CH:6][CH:7]=[C:2]([Cl:1])[C:3]=1[C:9]1[N:26]([CH2:27][C@@H:28]2[CH2:33][CH2:32][CH2:31][N:30]([C:34]([O:36][C:37]([CH3:38])([CH3:39])[CH3:40])=[O:35])[CH2:29]2)[C:12]2[N:13]=[C:14]([NH:17][CH2:18][C:44]3[CH:47]=[CH:48][C:49]([O:50][CH3:51])=[C:42]([F:41])[CH:43]=3)[N:15]=[CH:16][C:11]=2[CH:10]=1.